This data is from Reaction yield outcomes from USPTO patents with 853,638 reactions. The task is: Predict the reaction yield, written as a fraction of the theoretical maximum amount of product (1.0 means a 100% yield; for example, 0.34 means a 34% yield). The reactants are Br[C:2]1[CH:7]=[CH:6][C:5]([C:8]2[NH:9][C:10](=[O:24])[C:11]3[N:16]([CH:17]4[CH2:22][CH2:21][CH2:20][CH2:19][CH2:18]4)[N:15]=[C:14]([CH3:23])[C:12]=3[N:13]=2)=[C:4]([O:25][CH2:26][CH3:27])[CH:3]=1.[CH3:28][O:29][CH2:30][CH2:31][NH2:32]. No catalyst specified. The product is [CH:17]1([N:16]2[C:11]3[C:10](=[O:24])[NH:9][C:8]([C:5]4[CH:6]=[CH:7][C:2]([NH:32][CH2:31][CH2:30][O:29][CH3:28])=[CH:3][C:4]=4[O:25][CH2:26][CH3:27])=[N:13][C:12]=3[C:14]([CH3:23])=[N:15]2)[CH2:22][CH2:21][CH2:20][CH2:19][CH2:18]1. The yield is 0.370.